From a dataset of Forward reaction prediction with 1.9M reactions from USPTO patents (1976-2016). Predict the product of the given reaction. (1) Given the reactants Cl[C:2]1[CH:3]=[C:4]2[N:19]=C[N:17]([C@H:20]([C:22]3[CH:27]=[CH:26][C:25]([F:28])=[CH:24][CH:23]=3)[CH3:21])[C:5]2=[N:6][C:7]=1[NH:8][C:9]1[CH:13]=[C:12]([CH:14]2[CH2:16][CH2:15]2)[NH:11][N:10]=1.[Cl-].[NH4+].C([O-])(=O)C.[NH4+], predict the reaction product. The product is: [CH:14]1([C:12]2[NH:11][N:10]=[C:9]([NH:8][C:7]3[N:6]=[C:5]([NH:17][C@H:20]([C:22]4[CH:23]=[CH:24][C:25]([F:28])=[CH:26][CH:27]=4)[CH3:21])[C:4]([NH2:19])=[CH:3][CH:2]=3)[CH:13]=2)[CH2:16][CH2:15]1. (2) Given the reactants [CH3:1][O:2][C:3](=[O:12])[C:4]1[CH:9]=[CH:8][C:7]([NH2:10])=[C:6](I)[CH:5]=1.C([Sn](CCCC)(CCCC)[C:18]([O:20]CC)=[CH2:19])CCC.O, predict the reaction product. The product is: [CH3:1][O:2][C:3](=[O:12])[C:4]1[CH:9]=[CH:8][C:7]([NH2:10])=[C:6]([C:18](=[O:20])[CH3:19])[CH:5]=1.